This data is from Catalyst prediction with 721,799 reactions and 888 catalyst types from USPTO. The task is: Predict which catalyst facilitates the given reaction. (1) Reactant: [CH3:1][C:2]1[CH:11]=[CH:10][CH:9]=[C:8]2[C:3]=1[C:4](=[O:40])[N:5]([C:32]1[CH:33]=[C:34]([CH:37]=[CH:38][CH:39]=1)[C:35]#[N:36])[C:6]([CH:12]([NH:14][C:15]1[N:23]=[CH:22][N:21]=[C:20]3[C:16]=1[N:17]=[CH:18][N:19]3[CH2:24][O:25][CH2:26][CH2:27][Si:28]([CH3:31])([CH3:30])[CH3:29])[CH3:13])=[N:7]2.C(N(CC)[OH:44])C. Product: [CH3:1][C:2]1[CH:11]=[CH:10][CH:9]=[C:8]2[C:3]=1[C:4](=[O:40])[N:5]([C:32]1[CH:33]=[C:34]([CH:37]=[CH:38][CH:39]=1)[C:35]([NH2:36])=[O:44])[C:6]([CH:12]([NH:14][C:15]1[N:23]=[CH:22][N:21]=[C:20]3[C:16]=1[N:17]=[CH:18][N:19]3[CH2:24][O:25][CH2:26][CH2:27][Si:28]([CH3:29])([CH3:30])[CH3:31])[CH3:13])=[N:7]2. The catalyst class is: 2. (2) Reactant: [CH3:1][N:2]([CH3:22])[CH2:3][CH2:4][C:5]([N:7]1[CH2:16][CH2:15][C:14]2[C:9](=[CH:10][C:11]([N+:19]([O-])=O)=[C:12]([O:17][CH3:18])[CH:13]=2)[CH2:8]1)=[O:6].[H][H]. Product: [CH3:22][N:2]([CH3:1])[CH2:3][CH2:4][C:5]([N:7]1[CH2:16][CH2:15][C:14]2[C:9](=[CH:10][C:11]([NH2:19])=[C:12]([O:17][CH3:18])[CH:13]=2)[CH2:8]1)=[O:6]. The catalyst class is: 29. (3) Reactant: C1COCC1.CN1CCOCC1.[O:13]1[C:17]2[CH:18]=[CH:19][C:20]([C:22](Cl)=[O:23])=[CH:21][C:16]=2[O:15][CH2:14]1.[Cl:25][C:26]1[CH:27]=[C:28]([C:32]2([CH2:40][C:41]#[CH:42])[O:36][C:35]([CH3:38])([CH3:37])[O:34][C:33]2=[O:39])[CH:29]=[CH:30][CH:31]=1. Product: [O:13]1[C:17]2[CH:18]=[CH:19][C:20]([C:22](=[O:23])[C:42]#[C:41][CH2:40][C:32]3([C:28]4[CH:29]=[CH:30][CH:31]=[C:26]([Cl:25])[CH:27]=4)[O:36][C:35]([CH3:38])([CH3:37])[O:34][C:33]3=[O:39])=[CH:21][C:16]=2[O:15][CH2:14]1. The catalyst class is: 432. (4) Reactant: CN(OC)[C:3](=[O:18])[C:4]1[CH:9]=[CH:8][C:7]([O:10][CH3:11])=[CH:6][C:5]=1[C:12]#[C:13][CH2:14][CH:15]([CH3:17])[CH3:16].[CH2:21]([Mg]Cl)[C:22]1[CH:27]=[CH:26][CH:25]=[CH:24][CH:23]=1. Product: [CH3:11][O:10][C:7]1[CH:8]=[CH:9][C:4]([C:3](=[O:18])[CH2:21][C:22]2[CH:27]=[CH:26][CH:25]=[CH:24][CH:23]=2)=[C:5]([C:12]#[C:13][CH2:14][CH:15]([CH3:16])[CH3:17])[CH:6]=1. The catalyst class is: 1. (5) Reactant: [N:1]1[N:2]=[CH:3][N:4]([NH2:6])[CH:5]=1.CC([O-])(C)C.[K+].F[C:14]1[CH:21]=[CH:20][C:17]([C:18]#[N:19])=[C:16]([Br:22])[CH:15]=1.OS([O-])(=O)=O.[K+]. Product: [N:1]1[N:2]=[CH:3][N:4]([NH:6][C:14]2[CH:21]=[CH:20][C:17]([C:18]#[N:19])=[C:16]([Br:22])[CH:15]=2)[CH:5]=1. The catalyst class is: 16. (6) Reactant: [Cl:1][C:2]1[C:7]([Cl:8])=[CH:6][CH:5]=[CH:4][C:3]=1[S:9]([NH:12][C:13]1[N:14]=[C:15]([CH3:25])[C:16]([C:21](OC)=[O:22])=[N:17][C:18]=1[O:19][CH3:20])(=[O:11])=[O:10].C([BH-](CC)CC)C.[Li+].ClCCl.C(OCC)(=O)C.C(O)(=O)C. Product: [Cl:1][C:2]1[C:7]([Cl:8])=[CH:6][CH:5]=[CH:4][C:3]=1[S:9]([NH:12][C:13]1[C:18]([O:19][CH3:20])=[N:17][C:16]([CH2:21][OH:22])=[C:15]([CH3:25])[N:14]=1)(=[O:10])=[O:11]. The catalyst class is: 7.